From a dataset of Retrosynthesis with 50K atom-mapped reactions and 10 reaction types from USPTO. Predict the reactants needed to synthesize the given product. (1) Given the product CCCCC12CCC(=O)C(Cc3ccccc3)=C1c1ccc(O)cc1C2, predict the reactants needed to synthesize it. The reactants are: CCCCC12CCC(=O)C(Cc3ccccc3)=C1c1ccc(OC)cc1C2. (2) Given the product COc1ccc(-c2cc3cnn(Cc4cccc(OC[C@@H]5CCCCN5C)n4)c(=O)c3s2)cc1, predict the reactants needed to synthesize it. The reactants are: C=O.COc1ccc(-c2cc3cnn(Cc4cccc(OC[C@@H]5CCCCN5)n4)c(=O)c3s2)cc1. (3) The reactants are: ClCc1cn2cc(Cl)ccc2n1.c1ccc(N2CCNCC2)cc1. Given the product Clc1ccc2nc(CN3CCN(c4ccccc4)CC3)cn2c1, predict the reactants needed to synthesize it. (4) Given the product Cc1nc(N2CCN(C(=O)OC(C)(C)C)C(C(N)=O)C2)c2cc(-c3ccc(Cl)cc3)c(Cl)cc2n1, predict the reactants needed to synthesize it. The reactants are: Cc1nc(N2CCN(C(=O)OC(C)(C)C)C(C(N)=O)C2)c2cc(Br)c(Cl)cc2n1.OB(O)c1ccc(Cl)cc1. (5) Given the product FC1CN(c2cc(Nc3nccc4nn(-c5c(Cl)cccc5Cl)cc34)ncn2)C1, predict the reactants needed to synthesize it. The reactants are: CNc1cc(Nc2nccc3nn(-c4c(Cl)cccc4Cl)cc23)ncn1.FC1CNC1. (6) Given the product CC(C)(C)OC(=O)On1nnc2ccc(Cl)cc21, predict the reactants needed to synthesize it. The reactants are: O=C(Cl)Cl.O=C(Cl)On1nnc2ccc(Cl)cc21.On1nnc2ccc(Cl)cc21. (7) Given the product O=Cc1ccc(OCc2ccccc2)c(OCC2CC2)c1, predict the reactants needed to synthesize it. The reactants are: BrCC1CC1.O=Cc1ccc(OCc2ccccc2)c(O)c1.